Dataset: Full USPTO retrosynthesis dataset with 1.9M reactions from patents (1976-2016). Task: Predict the reactants needed to synthesize the given product. (1) Given the product [CH2:1]([S:3]([C:6]1[CH:11]=[CH:10][C:9]([C:16]2[C:21]([F:22])=[CH:20][CH:19]=[C:18]([B:23]3[NH:24][C:25]4[C:35]5[C:29]([CH:28]=[CH:27][CH:26]=4)=[CH:30][CH:31]=[CH:32][C:33]=5[NH:34]3)[CH:17]=2)=[CH:8][CH:7]=1)(=[O:5])=[O:4])[CH3:2], predict the reactants needed to synthesize it. The reactants are: [CH2:1]([S:3]([C:6]1[CH:11]=[CH:10][C:9](B(O)O)=[CH:8][CH:7]=1)(=[O:5])=[O:4])[CH3:2].Cl[C:16]1[CH:17]=[C:18]([B:23]2[NH:34][C:33]3[C:35]4[C:29]([CH:30]=[CH:31][CH:32]=3)=[CH:28][CH:27]=[CH:26][C:25]=4[NH:24]2)[CH:19]=[CH:20][C:21]=1[F:22].P([O-])([O-])[O-].[K+].[K+].[K+].C1(P(C2CCCCC2)C2C=CC=CC=2C2C(OC)=CC=CC=2OC)CCCCC1. (2) The reactants are: [OH:1][C@H:2]([C:12]1[CH:17]=[CH:16][CH:15]=[CH:14][CH:13]=1)[CH2:3][NH:4][C:5](=[O:11])[C@H:6]([CH3:10])[CH2:7][CH:8]=[CH2:9].[C:18](O)(=[O:23])[CH2:19][CH2:20][CH:21]=[CH2:22].CCOC(C)=O.CCCCCC. Given the product [C:18]([O:1][C@H:2]([C:12]1[CH:13]=[CH:14][CH:15]=[CH:16][CH:17]=1)[CH2:3][NH:4][C:5](=[O:11])[C@H:6]([CH3:10])[CH2:7][CH:8]=[CH2:9])(=[O:23])[CH2:19][CH2:20][CH:21]=[CH2:22], predict the reactants needed to synthesize it. (3) Given the product [Cl:8][C:7]1[C:2]([N:17]2[CH2:16][CH2:15][NH:14][C@H:13]([CH3:12])[CH2:18]2)=[N:3][CH:4]=[C:5]([CH2:9][O:10][CH3:11])[CH:6]=1, predict the reactants needed to synthesize it. The reactants are: Cl[C:2]1[C:7]([Cl:8])=[CH:6][C:5]([CH2:9][O:10][CH3:11])=[CH:4][N:3]=1.[CH3:12][C@@H:13]1[CH2:18][NH:17][CH2:16][CH2:15][NH:14]1. (4) The reactants are: ClCCl.C(=O)([O-])[O-].[K+].[K+].[CH2:10]([CH:12]1[O:17][C:16]2[CH:18]=[C:19](B3OC(C)(C)C(C)(C)O3)[CH:20]=[CH:21][C:15]=2[NH:14][CH2:13]1)[CH3:11].Br[C:32]1[CH:33]=[N:34][C:35]([N:38]2[CH2:42][CH2:41][CH:40]([CH2:43][C:44]([O:46][C:47]([CH3:50])([CH3:49])[CH3:48])=[O:45])[CH2:39]2)=[N:36][CH:37]=1. Given the product [CH2:10]([CH:12]1[O:17][C:16]2[CH:18]=[C:19]([C:32]3[CH:33]=[N:34][C:35]([N:38]4[CH2:42][CH2:41][CH:40]([CH2:43][C:44]([O:46][C:47]([CH3:50])([CH3:49])[CH3:48])=[O:45])[CH2:39]4)=[N:36][CH:37]=3)[CH:20]=[CH:21][C:15]=2[NH:14][CH2:13]1)[CH3:11], predict the reactants needed to synthesize it. (5) Given the product [CH:17]1([CH:15]([C:11]2[C:12]([CH3:14])=[CH:13][N:9]([C:4]3[CH:5]=[CH:6][CH:7]=[CH:8][C:3]=3[O:2][CH3:1])[N:10]=2)[OH:16])[CH2:22][CH2:21][CH2:20][CH2:19][CH2:18]1, predict the reactants needed to synthesize it. The reactants are: [CH3:1][O:2][C:3]1[CH:8]=[CH:7][CH:6]=[CH:5][C:4]=1[N:9]1[CH:13]=[C:12]([CH3:14])[C:11]([CH:15]=[O:16])=[N:10]1.[CH:17]1([Mg]Br)[CH2:22][CH2:21][CH2:20][CH2:19][CH2:18]1. (6) Given the product [CH3:1][O:2][C:3]1[CH:4]=[C:5]([CH:21]=[CH:22][C:23]=1[N+:24]([O-:26])=[O:25])[C:6]([C:8]1[N:16]2[C:11]([CH:12]=[CH:13][CH:14]=[CH:15]2)=[C:10]([C:17]([NH:28][CH2:29][C:30]([O:32][CH2:33][CH3:34])=[O:31])=[O:19])[C:9]=1[CH3:20])=[O:7], predict the reactants needed to synthesize it. The reactants are: [CH3:1][O:2][C:3]1[CH:4]=[C:5]([CH:21]=[CH:22][C:23]=1[N+:24]([O-:26])=[O:25])[C:6]([C:8]1[N:16]2[C:11]([CH:12]=[CH:13][CH:14]=[CH:15]2)=[C:10]([C:17]([OH:19])=O)[C:9]=1[CH3:20])=[O:7].Cl.[NH2:28][CH2:29][C:30]([O:32][CH2:33][CH3:34])=[O:31].